Dataset: Reaction yield outcomes from USPTO patents with 853,638 reactions. Task: Predict the reaction yield, written as a fraction of the theoretical maximum amount of product (1.0 means a 100% yield; for example, 0.34 means a 34% yield). (1) The reactants are [N+:1]([C:4]1[CH:9]=[C:8]([C:10]([F:13])([F:12])[F:11])[CH:7]=[CH:6][C:5]=1[N:14]1[CH2:19][CH2:18][N:17]([C:20]([O:22][C:23]([CH3:26])([CH3:25])[CH3:24])=[O:21])[CH2:16][CH2:15]1)([O-])=O. The catalyst is CO. The product is [NH2:1][C:4]1[CH:9]=[C:8]([C:10]([F:12])([F:13])[F:11])[CH:7]=[CH:6][C:5]=1[N:14]1[CH2:15][CH2:16][N:17]([C:20]([O:22][C:23]([CH3:26])([CH3:25])[CH3:24])=[O:21])[CH2:18][CH2:19]1. The yield is 0.990. (2) The reactants are [OH:1][C:2]1[CH:3]=[C:4]([CH2:9][C:10]#[N:11])[CH:5]=[CH:6][C:7]=1[OH:8].CO[C:14](OC)([CH3:16])[CH3:15].CC1C=CC(S(O)(=O)=O)=CC=1. The catalyst is C1(C)C=CC=CC=1. The product is [CH3:15][C:14]1([CH3:16])[O:8][C:7]2[CH:6]=[CH:5][C:4]([CH2:9][C:10]#[N:11])=[CH:3][C:2]=2[O:1]1. The yield is 0.200. (3) The reactants are C([O:4][CH2:5][C@@H:6]([N:8]1[C:12](=O)[CH2:11][C:10]([CH3:15])([CH3:14])[C:9]1=O)[CH3:7])(=O)C.[H-].[H-].[H-].[H-].[Li+].[Al+3]. The catalyst is C(OCC)C. The product is [CH3:14][C:10]1([CH3:15])[CH2:11][CH2:12][N:8]([C@@H:6]([CH3:7])[CH2:5][OH:4])[CH2:9]1. The yield is 0.590.